Dataset: Reaction yield outcomes from USPTO patents with 853,638 reactions. Task: Predict the reaction yield, written as a fraction of the theoretical maximum amount of product (1.0 means a 100% yield; for example, 0.34 means a 34% yield). (1) The reactants are [O:1]1[C:10]2[C:5](=[N:6][C:7]([CH2:11][OH:12])=[CH:8][CH:9]=2)[O:4][CH2:3][CH2:2]1. The catalyst is C(Cl)Cl.O=[Mn]=O. The product is [O:1]1[C:10]2[C:5](=[N:6][C:7]([CH:11]=[O:12])=[CH:8][CH:9]=2)[O:4][CH2:3][CH2:2]1. The yield is 0.670. (2) The reactants are [F:1][CH:2]([F:5])[CH2:3][NH2:4].[C:6](O[C:6]([O:8][C:9]([CH3:12])([CH3:11])[CH3:10])=[O:7])([O:8][C:9]([CH3:12])([CH3:11])[CH3:10])=[O:7].CN1CCOCC1. The catalyst is C1COCC1.CCOCC. The product is [F:1][CH:2]([F:5])[CH2:3][NH:4][C:6](=[O:7])[O:8][C:9]([CH3:12])([CH3:11])[CH3:10]. The yield is 0.940. (3) The reactants are [CH:1]([NH:4][C:5]1[C:10]2[C:11]([C:23]3[CH:28]=[C:27]([C:29]4[CH:33]=[CH:32][N:31]([CH3:34])[N:30]=4)[CH:26]=[CH:25][N:24]=3)=[N:12][N:13](CC3C=CC(OC)=CC=3)[C:9]=2[CH:8]=[CH:7][N:6]=1)([CH3:3])[CH3:2].N1C=CC(C2C=CN=C(C3C4C(NC(C)C)=NC=CC=4N(CC4C=CC(OC)=CC=4)N=3)C=2)=N1.[H-].[Na+].IC1(C)CCC(C(C)C)CC1. The catalyst is CN(C=O)C.O. The product is [CH:1]([NH:4][C:5]1[C:10]2[C:11]([C:23]3[CH:28]=[C:27]([C:29]4[CH:33]=[CH:32][N:31]([CH3:34])[N:30]=4)[CH:26]=[CH:25][N:24]=3)=[N:12][NH:13][C:9]=2[CH:8]=[CH:7][N:6]=1)([CH3:3])[CH3:2]. The yield is 1.00. (4) The reactants are [C:1]([C:5]1[CH:10]=[CH:9][C:8]([CH2:11][C:12]([OH:14])=[O:13])=[CH:7][CH:6]=1)([CH3:4])([CH3:3])[CH3:2].C1C(=O)N([Br:22])C(=O)C1.CCOC(C)=O.O. The catalyst is C1C=CC=CC=1.CC(N=NC(C#N)(C)C)(C#N)C. The product is [Br:22][CH:11]([C:8]1[CH:9]=[CH:10][C:5]([C:1]([CH3:4])([CH3:2])[CH3:3])=[CH:6][CH:7]=1)[C:12]([OH:14])=[O:13]. The yield is 0.990. (5) The reactants are [CH2:1]([O:3][P:4]([C:9]1[CH:14]=[CH:13][C:12]([N+:15]([O-])=O)=[CH:11][CH:10]=1)(=[O:8])[O:5][CH2:6][CH3:7])[CH3:2].Cl[Sn]Cl.C([O-])([O-])=O.[Na+].[Na+]. The catalyst is C(Cl)Cl. The product is [CH2:6]([O:5][P:4]([C:9]1[CH:10]=[CH:11][C:12]([NH2:15])=[CH:13][CH:14]=1)(=[O:8])[O:3][CH2:1][CH3:2])[CH3:7]. The yield is 0.880. (6) The reactants are O[CH2:2][C:3]1[CH:28]=[CH:27][C:6]([O:7][CH2:8][C:9]2[N:10]=[C:11]([C:15]3[CH:20]=[CH:19][C:18]([CH2:21][C:22]([O:24][CH2:25][CH3:26])=[O:23])=[CH:17][CH:16]=3)[O:12][C:13]=2[CH3:14])=[C:5]([O:29][CH3:30])[CH:4]=1.S(Cl)([Cl:33])=O.C(=O)([O-])O.[Na+]. The catalyst is C1(C)C=CC=CC=1. The product is [Cl:33][CH2:2][C:3]1[CH:28]=[CH:27][C:6]([O:7][CH2:8][C:9]2[N:10]=[C:11]([C:15]3[CH:20]=[CH:19][C:18]([CH2:21][C:22]([O:24][CH2:25][CH3:26])=[O:23])=[CH:17][CH:16]=3)[O:12][C:13]=2[CH3:14])=[C:5]([O:29][CH3:30])[CH:4]=1. The yield is 0.790.